Dataset: Experimentally validated miRNA-target interactions with 360,000+ pairs, plus equal number of negative samples. Task: Binary Classification. Given a miRNA mature sequence and a target amino acid sequence, predict their likelihood of interaction. (1) The miRNA is hsa-miR-4656 with sequence UGGGCUGAGGGCAGGAGGCCUGU. The protein sequence of the target gene is MDPRLSTVRQTCCCFNVRIATTALAIYHVIMSVLLFIEHSVEVAHGKASCKLSQMGYLRIADLISSFLLITMLFIISLSLLIGVVKNREKYLLPFLSLQIMDYLLCLLTLLGSYIELPAYLKLASRSRASSSKFPLMTLQLLDFCLSILTLCSSYMEVPTYLNFKSMNHMNYLPSQEDMPHNQFIKMMIIFSIAFITVLIFKVYMFKCVWRCYRLIKCMNSVEEKRNSKMLQKVVLPSYEEALSLPSKTPEGGPAPPPYSEV. Result: 1 (interaction). (2) The miRNA is mmu-miR-142a-5p with sequence CAUAAAGUAGAAAGCACUACU. The protein sequence of the target gene is MTNVYSLDGILVFGLLFVCTCAYFKKVPRLKTWLLSEKKGVWGVFYKAAVIGTRLHAAVAIACVVMAFYVLFIK. Result: 0 (no interaction). (3) The miRNA is hsa-miR-1909-3p with sequence CGCAGGGGCCGGGUGCUCACCG. The protein sequence of the target gene is MAASSISSPWGKHVFKAILMVLVALILLHSALAQSRRDFAPPGQQKREAPVDVLTQIGRSVRGTLDAWIGPETMHLVSESSSQVLWAISSAISVAFFALSGIAAQLLNALGLAGDYLAQGLKLSPGQVQTFLLWGAGALVVYWLLSLLLGLVLALLGRILWGLKLVIFLAGFVALMRSVPDPSTRALLLLALLILYALLSRLTGSRASGAQLEAKVRGLERQVEELRWRQRRAAKGARSVEEE. Result: 1 (interaction). (4) Result: 0 (no interaction). The miRNA is hsa-miR-224-5p with sequence UCAAGUCACUAGUGGUUCCGUUUAG. The protein sequence of the target gene is MGLGVSAEQPAGGAEGFHLHGVQENSPAQQAGLEPYFDFIITIGHSRLNKENDTLKALLKANVEKPVKLEVFNMKTMRVREVEVVPSNMWGGQGLLGASVRFCSFRRASEQVWHVLDVEPSSPAALAGLRPYTDYVVGSDQILQESEDFFTLIESHEGKPLKLMVYNSKSDSCREVTVTPNAAWGGEGSLGCGIGYGYLHRIPTQPPSYHKKPPGTPPPSALPLGAPPPDALPPGPTPEDSPSLETGSRQSDYMEALLQAPGSSMEDPLPGPGSPSHSAPDPDGLPHFMETPLQPPPPVQ.... (5) The miRNA is mmu-miR-466c-5p with sequence UGAUGUGUGUGUGCAUGUACAUAU. The protein sequence of the target gene is MTEGRRCQVHLLDDRKLELLVQPKLLAKELLDLVASHFNLKEKEYFGIAFTDETGHLNWLQLDRRVLEHDFPKKSGPVVLYFCVRFYIESISYLKDNATIELFFLNAKSCIYKELIDVDSEVVFELASYILQEAKGDFSSNEVVRSDLKKLPALPTQALKEHPSLAYCEDRVIEYYKKLNGQTRGQAIVNYMSIVESLPTYGVHYYAVKDKQGIPWWLGLSYKGIFQYDYHDKVKPRKIFQWRQLENLYFREKKFSVEVHDPRRASVTRRTFGHSGIAVHTWYACPALIKSIWAMAISQH.... Result: 1 (interaction). (6) The miRNA is hsa-miR-4668-3p with sequence GAAAAUCCUUUUUGUUUUUCCAG. The protein sequence of the target gene is MSRYSYQSLLDWLYGGVDPSFAGNGGPDCAAFLSWQQRLLESVVVLTLALLEILVALRHILRQTKEDGRGSPGSQPEQVTQRPEEGKESLSKNLLLVALCLTFGVEVGFKFATKTVIYLLNPCHLVTMMHIFLLACPPCRGAIVVFKLQMHMLNGALLALLFPVVNTRLLPFELEIYYIQHVMLYVVPIYLLWKGGAYTPEPLSSFRWALLSTGLMFFYHFSVLQILGLVTEVNLNNMLCPAISDPFYGPWYRIWASGHQTLMTMTHGKLVILFSYMAGPLCKYLLDLLRLPAKKID. Result: 1 (interaction). (7) The miRNA is hsa-miR-1468-5p with sequence CUCCGUUUGCCUGUUUCGCUG. The protein sequence of the target gene is MATDVQLADYPLMSPKAELKLEKKSGRKPRSPRDSGPQKELVIPGIVDFERIRRALRTPKPQTPGTYCFGRLSHHSFFSRHHPHPQHVTHIQDLTGKPVCVVRDFPAPLPESTVFSGCQMGIPTISVPIGDPQSNRNPQLSSEAWKKELKELASRVAFLTKEDELKKKEKEQKEEPLREQGAKYSAETGRLIPASTRAVGRRRSHQGQQSQSSSRHEGVQAFLLQDQELLVLELLCRILETDLLSAIQFWLLYAPPKEKDLALGLLQTAVAQLLPQPLVSIPTEKLLSQLPEVHEPPQEK.... Result: 0 (no interaction). (8) The miRNA is hsa-miR-4671-3p with sequence UUAGUGCAUAGUCUUUGGUCU. The protein sequence of the target gene is MFQTAWRQEPVTFEDVAVYFTQNEWASLDSVQRALYREVMLENYANVASLAFPFTTPVLVSQLEQGELPWGLDPWEPMGREALRGICPGDEARTEKEGLTPKDHVSKETESFRLMVGGLPGNVSQHLDFGSSLEQPQGHWIIKTKSKRRHFTDTSARHHEAYEVKNGEKFEKLGKNISVSTQLTTNQTNPSGQISYECGQCGRYFIQMADFHRHEKCHTGEKSFECKECGKYFRYNSLLIRHQIIHTGKKPFKCKECGKGLSSDTALIQHQRIHTGEKPYECKECGKAFSSSSVFLQHQR.... Result: 1 (interaction). (9) The miRNA is hsa-miR-7155-5p with sequence UCUGGGGUCUUGGGCCAUC. The protein sequence of the target gene is MEWGPGSDWSRGEAAGVDRGKAGLGLGGRPPPQPPREERAQQLLDAVEQRQRQLLDTIAACEEMLRQLGRRRPEPAGGGNVSAKPGAPPQPAVSARGGFPKDAGDGAAEP. Result: 0 (no interaction). (10) The miRNA is mmu-miR-7a-5p with sequence UGGAAGACUAGUGAUUUUGUUGU. The protein sequence of the target gene is MAEQTEPAVITPAMLEEEEQLEAAGLEKERKMLEEAQKSWDRESTEIRYRRLQHLLEKSNIYSKFLLTKMEQQQLEEQKKKEKLEKKKRSLKLTEGKSLVDGNGEKPVMKKKRGREDESYNISEVMSKEEILSVAKKHKDNEDESSSTTSLCVEDIQKNKDSNSMIKDRLSQTVRQNSKFFFDPVRKCNGQPVPFQQPKHFTGGVMRWYQVEGMEWLRMLWENGINGILADEMGLGKTVQCIATIALMIQRGVPGPFLVCGPLSTLPNWMAEFKRFTPEIPTLLYHGTREDRRKLVKNIH.... Result: 1 (interaction).